From a dataset of NCI-60 drug combinations with 297,098 pairs across 59 cell lines. Regression. Given two drug SMILES strings and cell line genomic features, predict the synergy score measuring deviation from expected non-interaction effect. (1) Drug 1: C1=NC2=C(N1)C(=S)N=C(N2)N. Drug 2: CC1C(C(CC(O1)OC2CC(CC3=C2C(=C4C(=C3O)C(=O)C5=CC=CC=C5C4=O)O)(C(=O)C)O)N)O. Cell line: SK-OV-3. Synergy scores: CSS=28.4, Synergy_ZIP=-8.63, Synergy_Bliss=-10.6, Synergy_Loewe=-7.97, Synergy_HSA=-6.63. (2) Drug 1: C1CCN(CC1)CCOC2=CC=C(C=C2)C(=O)C3=C(SC4=C3C=CC(=C4)O)C5=CC=C(C=C5)O. Drug 2: C1C(C(OC1N2C=NC(=NC2=O)N)CO)O. Cell line: MDA-MB-435. Synergy scores: CSS=-0.926, Synergy_ZIP=2.29, Synergy_Bliss=5.49, Synergy_Loewe=-5.76, Synergy_HSA=-1.81.